This data is from Forward reaction prediction with 1.9M reactions from USPTO patents (1976-2016). The task is: Predict the product of the given reaction. (1) Given the reactants [CH3:1][O:2][C:3]([CH3:20])([CH3:19])[CH2:4][C@H:5]1[CH2:9][O:8]C(C)(C)[N:6]1[C:12]([O:14][C:15]([CH3:18])([CH3:17])[CH3:16])=[O:13].CC1C=CC(S(O)(=O)=O)=CC=1, predict the reaction product. The product is: [OH:8][CH2:9][C@@H:5]([NH:6][C:12](=[O:13])[O:14][C:15]([CH3:18])([CH3:17])[CH3:16])[CH2:4][C:3]([O:2][CH3:1])([CH3:20])[CH3:19]. (2) Given the reactants [N+:1]([CH:4]=[C:5]1[NH:9][CH2:8][CH2:7][N:6]1[CH2:10][CH:11]1[CH2:15][CH2:14][O:13][CH2:12]1)([O-:3])=[O:2].[CH:16](=[O:22])[CH2:17][CH2:18][CH2:19][CH:20]=O.Cl, predict the reaction product. The product is: [N+:1]([C:4]1[CH:16]2[O:22][CH:20]([CH2:19][CH2:18][CH2:17]2)[N:9]2[CH2:8][CH2:7][N:6]([CH2:10][CH:11]3[CH2:15][CH2:14][O:13][CH2:12]3)[C:5]=12)([O-:3])=[O:2]. (3) Given the reactants [CH3:1][OH:2].[Br:3][C:4]1[CH:12]=[CH:11][CH:10]=[C:9]2[C:5]=1[C:6]([CH:13]=[O:14])=[CH:7][NH:8]2.[C-]#N.[Na+], predict the reaction product. The product is: [Br:3][C:4]1[CH:12]=[CH:11][CH:10]=[C:9]2[C:5]=1[C:6]([C:13]([O:2][CH3:1])=[O:14])=[CH:7][NH:8]2. (4) Given the reactants [O:1]1[C:5]2([CH2:10][CH2:9][CH2:8][CH2:7][CH2:6]2)[O:4][CH2:3][C@@H:2]1[CH:11]=[N:12][OH:13].[Cl:14]N1C(=O)CCC1=O.O, predict the reaction product. The product is: [OH:13][N:12]=[C:11]([Cl:14])[C@H:2]1[CH2:3][O:4][C:5]2([CH2:10][CH2:9][CH2:8][CH2:7][CH2:6]2)[O:1]1. (5) Given the reactants ClCCl.CO.N.[N+:7]([C:10]1[CH:11]=[C:12]2[C:16](=[CH:17][CH:18]=1)[N:15]([CH2:19][CH2:20][N:21]1[CH2:25][CH2:24][CH2:23][CH2:22]1)[CH:14]=[CH:13]2)([O-])=O, predict the reaction product. The product is: [NH2:7][C:10]1[CH:11]=[C:12]2[C:16](=[CH:17][CH:18]=1)[N:15]([CH2:19][CH2:20][N:21]1[CH2:25][CH2:24][CH2:23][CH2:22]1)[CH:14]=[CH:13]2. (6) Given the reactants [C:1]([N:11]1[CH2:18][C@H:17]([OH:19])[CH2:16][C@H:12]1[C:13]([OH:15])=[O:14])([O:3][CH2:4][C:5]1[CH:10]=[CH:9][CH:8]=[CH:7][CH:6]=1)=[O:2].[CH3:20][C:21](C)=O.OS(O)(=O)=O.O=[Cr](=O)=O.C(Cl)Cl.C(N1CC(=O)C[C@H]1C(O)=O)(OCC1C=CC=CC=1)=O, predict the reaction product. The product is: [CH2:20]([O:14][C:13](=[O:15])[C@@H:12]1[CH2:16][C:17](=[O:19])[CH2:18][N:11]1[C:1]([O:3][CH2:4][C:5]1[CH:6]=[CH:7][CH:8]=[CH:9][CH:10]=1)=[O:2])[CH3:21].